Dataset: Catalyst prediction with 721,799 reactions and 888 catalyst types from USPTO. Task: Predict which catalyst facilitates the given reaction. (1) Reactant: [Cl:1][C:2]1[CH:7]=[CH:6][CH:5]=[CH:4][C:3]=1[CH:8]=[CH:9][CH2:10][N:11]([CH2:22][C:23]#[C:24][C:25](=[O:27])[CH3:26])[S:12]([C:15]1[CH:20]=[CH:19][C:18]([CH3:21])=[CH:17][CH:16]=1)(=[O:14])=[O:13]. Product: [Cl:1][C:2]1[C:3]2=[CH:8][C:9]3[CH2:10][N:11]([S:12]([C:15]4[CH:16]=[CH:17][C:18]([CH3:21])=[CH:19][CH:20]=4)(=[O:13])=[O:14])[CH2:22][C:23]=3[C:24]([C:25](=[O:27])[CH3:26])=[C:4]2[CH:5]=[CH:6][CH:7]=1. The catalyst class is: 262. (2) Reactant: C([O:3][C:4]([C:6]1[CH:7]=[N:8][N:9]([CH2:11][C:12]#[C:13][C:14]2[CH:19]=[CH:18][C:17]([CH3:20])=[CH:16][CH:15]=2)[CH:10]=1)=[O:5])C.[Li+].[OH-]. Product: [C:17]1([CH3:20])[CH:18]=[CH:19][C:14]([C:13]#[C:12][CH2:11][N:9]2[CH:10]=[C:6]([C:4]([OH:5])=[O:3])[CH:7]=[N:8]2)=[CH:15][CH:16]=1. The catalyst class is: 87. (3) Reactant: F[C:2]1[CH:3]=[N:4][CH:5]=[CH:6][C:7]=1[C:8]1[O:9][C:10]2[CH:16]=[CH:15][C:14]([C:17]([F:20])([F:19])[F:18])=[CH:13][C:11]=2[N:12]=1.[Na].[CH2:22]([SH:24])[CH3:23].CN(C=O)C. Product: [CH2:22]([S:24][C:2]1[CH:3]=[N:4][CH:5]=[CH:6][C:7]=1[C:8]1[O:9][C:10]2[CH:16]=[CH:15][C:14]([C:17]([F:20])([F:19])[F:18])=[CH:13][C:11]=2[N:12]=1)[CH3:23]. The catalyst class is: 6. (4) Reactant: Br[CH2:2][CH2:3][CH2:4][CH2:5][CH2:6][CH2:7][C:8]([O:10][CH2:11][CH3:12])=[O:9].[C:13]1([C:20]2[CH:25]=[CH:24][CH:23]=[CH:22][CH:21]=2)[CH:18]=[CH:17][C:16]([OH:19])=[CH:15][CH:14]=1.C([O-])([O-])=O.[Cs+].[Cs+]. Product: [C:13]1([C:20]2[CH:25]=[CH:24][CH:23]=[CH:22][CH:21]=2)[CH:14]=[CH:15][C:16]([O:19][CH2:2][CH2:3][CH2:4][CH2:5][CH2:6][CH2:7][C:8]([O:10][CH2:11][CH3:12])=[O:9])=[CH:17][CH:18]=1. The catalyst class is: 3. (5) Reactant: [F:1][C:2]([F:6])([F:5])[CH:3]=[CH2:4].C(=O)([O-])[O-].[K+].[K+].[Cl:13][C:14]1[CH:15]=[C:16](B(O)O)[CH:17]=[C:18]([Cl:20])[CH:19]=1. Product: [Cl:13][C:14]1[CH:15]=[C:16]([C:3]([C:2]([F:6])([F:5])[F:1])=[CH2:4])[CH:17]=[C:18]([Cl:20])[CH:19]=1. The catalyst class is: 516. (6) Reactant: C(OC(=O)[NH:7][C@@H:8]([CH2:30][CH:31]([CH3:33])[CH3:32])[CH2:9][O:10][C:11]1[C:12]([Br:29])=[CH:13][C:14]2[C:24]3[C:19](=[CH:20][N:21]=[CH:22][CH:23]=3)[CH:18]([C:25]([F:28])([F:27])[F:26])[O:17][C:15]=2[CH:16]=1)(C)(C)C.C(O)(C(F)(F)F)=O. Product: [Br:29][C:12]1[C:11]([O:10][CH2:9][C@@H:8]([NH2:7])[CH2:30][CH:31]([CH3:33])[CH3:32])=[CH:16][C:15]2[O:17][CH:18]([C:25]([F:27])([F:28])[F:26])[C:19]3[C:24]([C:14]=2[CH:13]=1)=[CH:23][CH:22]=[N:21][CH:20]=3. The catalyst class is: 4. (7) Reactant: [O:1]1[CH2:5][CH2:4][C@H:3]([O:6][C:7]2[CH:14]=[CH:13][C:10]([C:11]#[N:12])=[CH:9][C:8]=2[C:15]([F:18])([F:17])[F:16])[CH2:2]1.[NH2:19][OH:20]. Product: [OH:20][NH:19][C:11](=[NH:12])[C:10]1[CH:13]=[CH:14][C:7]([O:6][C@H:3]2[CH2:4][CH2:5][O:1][CH2:2]2)=[C:8]([C:15]([F:18])([F:16])[F:17])[CH:9]=1. The catalyst class is: 8.